Task: Regression. Given two drug SMILES strings and cell line genomic features, predict the synergy score measuring deviation from expected non-interaction effect.. Dataset: NCI-60 drug combinations with 297,098 pairs across 59 cell lines (1) Drug 1: COC1=C2C(=CC3=C1OC=C3)C=CC(=O)O2. Drug 2: CC1CCCC2(C(O2)CC(NC(=O)CC(C(C(=O)C(C1O)C)(C)C)O)C(=CC3=CSC(=N3)C)C)C. Cell line: T-47D. Synergy scores: CSS=44.1, Synergy_ZIP=3.29, Synergy_Bliss=3.02, Synergy_Loewe=-8.71, Synergy_HSA=3.18. (2) Cell line: OVCAR-8. Synergy scores: CSS=38.5, Synergy_ZIP=-9.31, Synergy_Bliss=-8.50, Synergy_Loewe=-3.38, Synergy_HSA=-1.68. Drug 1: CCC1=C2CN3C(=CC4=C(C3=O)COC(=O)C4(CC)O)C2=NC5=C1C=C(C=C5)O. Drug 2: C1=NC(=NC(=O)N1C2C(C(C(O2)CO)O)O)N. (3) Drug 1: C1=CC(=CC=C1CC(C(=O)O)N)N(CCCl)CCCl.Cl. Drug 2: CN1C2=C(C=C(C=C2)N(CCCl)CCCl)N=C1CCCC(=O)O.Cl. Cell line: NCI-H322M. Synergy scores: CSS=-4.83, Synergy_ZIP=2.15, Synergy_Bliss=-2.03, Synergy_Loewe=-6.11, Synergy_HSA=-5.94. (4) Drug 1: CC1=C2C(C(=O)C3(C(CC4C(C3C(C(C2(C)C)(CC1OC(=O)C(C(C5=CC=CC=C5)NC(=O)OC(C)(C)C)O)O)OC(=O)C6=CC=CC=C6)(CO4)OC(=O)C)OC)C)OC. Drug 2: CCC1=CC2CC(C3=C(CN(C2)C1)C4=CC=CC=C4N3)(C5=C(C=C6C(=C5)C78CCN9C7C(C=CC9)(C(C(C8N6C)(C(=O)OC)O)OC(=O)C)CC)OC)C(=O)OC.C(C(C(=O)O)O)(C(=O)O)O. Cell line: T-47D. Synergy scores: CSS=43.8, Synergy_ZIP=0.938, Synergy_Bliss=0.246, Synergy_Loewe=5.43, Synergy_HSA=6.37. (5) Drug 1: COC1=C(C=C2C(=C1)N=CN=C2NC3=CC(=C(C=C3)F)Cl)OCCCN4CCOCC4. Drug 2: B(C(CC(C)C)NC(=O)C(CC1=CC=CC=C1)NC(=O)C2=NC=CN=C2)(O)O. Cell line: MALME-3M. Synergy scores: CSS=11.0, Synergy_ZIP=-4.51, Synergy_Bliss=-3.34, Synergy_Loewe=-5.48, Synergy_HSA=-2.27. (6) Drug 1: C1C(C(OC1N2C=C(C(=O)NC2=O)F)CO)O. Drug 2: CCC1(C2=C(COC1=O)C(=O)N3CC4=CC5=C(C=CC(=C5CN(C)C)O)N=C4C3=C2)O.Cl. Cell line: HCT116. Synergy scores: CSS=63.8, Synergy_ZIP=2.86, Synergy_Bliss=2.42, Synergy_Loewe=3.39, Synergy_HSA=6.49.